From a dataset of Retrosynthesis with 50K atom-mapped reactions and 10 reaction types from USPTO. Predict the reactants needed to synthesize the given product. (1) Given the product CCCOc1cccc(C=O)c1, predict the reactants needed to synthesize it. The reactants are: CCCOc1cccc(/C=C/C(=O)Cl)c1. (2) Given the product COc1ccc2oc(C(O)CC(C)C)c(C)c2c1, predict the reactants needed to synthesize it. The reactants are: CC(C)C[Mg+].COc1ccc2oc(C=O)c(C)c2c1. (3) Given the product Cc1c(Cl)cccc1Nc1ncccc1C(=O)OCOC(=O)C(C)(C)C, predict the reactants needed to synthesize it. The reactants are: CC(C)(C)C(=O)OCOC(=O)c1cccnc1Cl.Cc1c(N)cccc1Cl. (4) Given the product CCCCCS(=O)(=O)NC(=O)c1ccc2nc(C)n(Cc3ccc(N(C)CC)cc3Cl)c2n1, predict the reactants needed to synthesize it. The reactants are: CC=O.CCCCCS(=O)(=O)NC(=O)c1ccc2nc(C)n(Cc3ccc(NC)cc3Cl)c2n1. (5) Given the product COc1cc(C(=O)NCCc2cccc(C)c2)cc(OC)c1OC, predict the reactants needed to synthesize it. The reactants are: COC(=O)c1cc(OC)c(OC)c(OC)c1.Cc1cccc(CCN)c1. (6) Given the product COCC(=O)Nc1cc(COc2ccc([N+](=O)[O-])c3ccccc23)ccn1, predict the reactants needed to synthesize it. The reactants are: COCC(=O)Cl.Nc1cc(COc2ccc([N+](=O)[O-])c3ccccc23)ccn1. (7) Given the product CNC(=O)c1c(-c2ccc(F)cc2)oc2cc(N(C)S(C)(=O)=O)c(-c3ccc4c(n3)-c3c(C(O)C(=O)O)c5c(F)cccc5n3CO4)cc12, predict the reactants needed to synthesize it. The reactants are: CCOC(=O)C(O)c1c2n(c3cccc(F)c13)COc1ccc(-c3cc4c(C(=O)NC)c(-c5ccc(F)cc5)oc4cc3N(C)S(C)(=O)=O)nc1-2. (8) Given the product OC(c1ccccc1)c1ccc2nccnc2c1, predict the reactants needed to synthesize it. The reactants are: O=C(c1ccccc1)c1ccc2nccnc2c1. (9) Given the product COc1cc(C[C@@H](C)NC(=O)C(F)(F)F)c(OC)cc1Cc1ccccc1, predict the reactants needed to synthesize it. The reactants are: COc1cc(C(=O)c2ccccc2)c(OC)cc1C[C@@H](C)NC(=O)C(F)(F)F. (10) Given the product CC[C@H](CC(=O)O)Nc1ccc(C(F)(F)F)cc1, predict the reactants needed to synthesize it. The reactants are: CC[C@@H](N)CC(=O)O.FC(F)(F)c1ccc(Br)cc1.